This data is from Forward reaction prediction with 1.9M reactions from USPTO patents (1976-2016). The task is: Predict the product of the given reaction. Given the reactants [CH3:1][O:2][C:3](=[O:11])[C:4]([CH3:10])([CH3:9])[CH2:5][C:6]([OH:8])=O.CCN(C(C)C)C(C)C.CN(C(ON1N=NC2C=CC=NC1=2)=[N+](C)C)C.F[P-](F)(F)(F)(F)F.[F:45][CH:46]1[CH2:51][CH2:50][N:49]([C:52]([C:54]2[N:55]=[C:56]([C:59]([NH:61][NH2:62])=[O:60])[S:57][CH:58]=2)=[O:53])[CH2:48][CH2:47]1, predict the reaction product. The product is: [F:45][CH:46]1[CH2:51][CH2:50][N:49]([C:52]([C:54]2[N:55]=[C:56]([C:59]([NH:61][NH:62][C:6](=[O:8])[CH2:5][C:4]([CH3:10])([CH3:9])[C:3]([O:2][CH3:1])=[O:11])=[O:60])[S:57][CH:58]=2)=[O:53])[CH2:48][CH2:47]1.